Dataset: Full USPTO retrosynthesis dataset with 1.9M reactions from patents (1976-2016). Task: Predict the reactants needed to synthesize the given product. (1) The reactants are: [NH2:1][C:2]1[CH:7]=[CH:6][C:5]([N:8]2[C:14](=[O:15])[CH2:13][C:12](=[O:16])[NH:11][C:10]3[C:17]4[C:22]([CH:23]=[CH:24][C:9]2=3)=[CH:21][CH:20]=[CH:19][CH:18]=4)=[CH:4][CH:3]=1.[Cl:25][C:26]1[CH:31]=[CH:30][CH:29]=[CH:28][C:27]=1[CH2:32][S:33](Cl)(=[O:35])=[O:34]. Given the product [Cl:25][C:26]1[CH:31]=[CH:30][CH:29]=[CH:28][C:27]=1[CH2:32][S:33]([NH:1][C:2]1[CH:7]=[CH:6][C:5]([N:8]2[C:14](=[O:15])[CH2:13][C:12](=[O:16])[NH:11][C:10]3[C:17]4[C:22]([CH:23]=[CH:24][C:9]2=3)=[CH:21][CH:20]=[CH:19][CH:18]=4)=[CH:4][CH:3]=1)(=[O:35])=[O:34], predict the reactants needed to synthesize it. (2) Given the product [CH2:1]1[C:10]2[C:5](=[CH:6][CH:7]=[CH:8][CH:9]=2)[CH2:4][CH2:3][N:2]1[C:17]([C:16]1[CH:20]=[C:21]([S:24]([CH3:27])(=[O:26])=[O:25])[CH:22]=[CH:23][C:15]=1[O:14][CH:11]([CH3:13])[CH3:12])=[O:18], predict the reactants needed to synthesize it. The reactants are: [CH2:1]1[C:10]2[C:5](=[CH:6][CH:7]=[CH:8][CH:9]=2)[CH2:4][CH2:3][NH:2]1.[CH:11]([O:14][C:15]1[CH:23]=[CH:22][C:21]([S:24]([CH3:27])(=[O:26])=[O:25])=[CH:20][C:16]=1[C:17](O)=[O:18])([CH3:13])[CH3:12]. (3) Given the product [CH2:11]([C:9]1[S:8][C:6]2[N:7]=[C:2]([S:37][CH2:36][CH2:35][C:32]3[CH:33]=[CH:34][N:29]=[CH:30][CH:31]=3)[N:3]=[C:4]([N:13]3[CH2:18][CH2:17][N:16]([C:19](=[O:27])[CH2:20][C:21]4[CH:26]=[CH:25][CH:24]=[CH:23][CH:22]=4)[CH2:15][CH2:14]3)[C:5]=2[CH:10]=1)[CH3:12], predict the reactants needed to synthesize it. The reactants are: Cl[C:2]1[N:3]=[C:4]([N:13]2[CH2:18][CH2:17][N:16]([C:19](=[O:27])[CH2:20][C:21]3[CH:26]=[CH:25][CH:24]=[CH:23][CH:22]=3)[CH2:15][CH2:14]2)[C:5]2[CH:10]=[C:9]([CH2:11][CH3:12])[S:8][C:6]=2[N:7]=1.Cl.[N:29]1[CH:34]=[CH:33][C:32]([CH2:35][CH2:36][SH:37])=[CH:31][CH:30]=1. (4) Given the product [OH:22][C:21]1[C:20]2[C:15](=[N:16][CH:17]=[CH:18][CH:19]=2)[N:14]([CH2:23][CH2:24][CH:25]([CH3:27])[CH3:26])[C:13](=[O:28])[C:12]=1[C:7]1[NH:6][C:5]2[CH:29]=[CH:30][C:2]([NH:1][S:35]([CH2:31][CH2:32][CH2:33][CH3:34])(=[O:37])=[O:36])=[CH:3][C:4]=2[S:9](=[O:11])(=[O:10])[N:8]=1, predict the reactants needed to synthesize it. The reactants are: [NH2:1][C:2]1[CH:30]=[CH:29][C:5]2[NH:6][C:7]([C:12]3[C:13](=[O:28])[N:14]([CH2:23][CH2:24][CH:25]([CH3:27])[CH3:26])[C:15]4[C:20]([C:21]=3[OH:22])=[CH:19][CH:18]=[CH:17][N:16]=4)=[N:8][S:9](=[O:11])(=[O:10])[C:4]=2[CH:3]=1.[CH2:31]([S:35](Cl)(=[O:37])=[O:36])[CH2:32][CH2:33][CH3:34]. (5) Given the product [C:36]1([N:35]=[C:16]2[C:17]3[C:12](=[CH:11][C:10]4[C:19]([CH:18]=3)=[CH:20][C:21]3[C:8](=[CH:7][C:6]5[C:23]([CH:22]=3)=[CH:24][C:25]3[C:26](=[N:35][C:36]6[CH:41]=[CH:40][CH:39]=[CH:38][CH:37]=6)[C:27]([CH3:28])=[C:2]([CH3:1])[C:3](=[N:35][C:36]6[CH:41]=[CH:40][CH:39]=[CH:38][CH:37]=6)[C:4]=3[CH:5]=5)[CH:9]=4)[C:13](=[N:42][C:49]3[CH:48]=[CH:26][CH:27]=[CH:2][CH:1]=3)[C:14]([CH3:32])=[C:15]2[CH3:31])[CH:41]=[CH:40][CH:39]=[CH:38][CH:37]=1, predict the reactants needed to synthesize it. The reactants are: [CH3:1][C:2]1[C:3](=O)[C:4]2[C:25]([C:26](=O)[C:27]=1[CH3:28])=[CH:24][C:23]1[C:6](=[CH:7][C:8]3[C:21]([CH:22]=1)=[CH:20][C:19]1[C:10](=[CH:11][C:12]4[C:13](=O)[C:14]([CH3:32])=[C:15]([CH3:31])[C:16](=O)[C:17]=4[CH:18]=1)[CH:9]=3)[CH:5]=2.[NH2:35][C:36]1[CH:41]=[CH:40][CH:39]=[CH:38][CH:37]=1.[N:42]12[CH2:49][CH2:48]N(CC1)CC2. (6) The reactants are: [Cl:1][C:2]1[C:11]2[C:6](=[CH:7][C:8]([O:16][CH3:17])=[C:9]([O:12][C:13](=[O:15])[CH3:14])[CH:10]=2)[N:5]=[CH:4][N:3]=1.[CH3:18][C:19]([C:21]1[CH:26]=[CH:25][CH:24]=[C:23]([NH2:27])[CH:22]=1)=[O:20]. Given the product [ClH:1].[C:19]([C:21]1[CH:22]=[C:23]([NH:27][C:2]2[C:11]3[C:6](=[CH:7][C:8]([O:16][CH3:17])=[C:9]([O:12][C:13](=[O:15])[CH3:14])[CH:10]=3)[N:5]=[CH:4][N:3]=2)[CH:24]=[CH:25][CH:26]=1)(=[O:20])[CH3:18], predict the reactants needed to synthesize it. (7) Given the product [C:1]([O:5][C:6]([N:8]1[C@@H:13]([C:14]([NH:19][CH2:20][C:21]2[CH:22]=[CH:23][C:24]([C:25]([O:27][CH3:28])=[O:26])=[CH:29][CH:30]=2)=[O:16])[C@H:12]2[CH2:17][C@@H:9]1[CH2:10][CH2:11]2)=[O:7])([CH3:2])([CH3:3])[CH3:4], predict the reactants needed to synthesize it. The reactants are: [C:1]([O:5][C:6]([N:8]1[C@@H:13]([C:14]([OH:16])=O)[C@H:12]2[CH2:17][C@@H:9]1[CH2:10][CH2:11]2)=[O:7])([CH3:4])([CH3:3])[CH3:2].Cl.[NH2:19][CH2:20][C:21]1[CH:30]=[CH:29][C:24]([C:25]([O:27][CH3:28])=[O:26])=[CH:23][CH:22]=1.O.ON1C2C=CC=CC=2N=N1.C(N(CC)CC)C.C(Cl)CCl.